This data is from NCI-60 drug combinations with 297,098 pairs across 59 cell lines. The task is: Regression. Given two drug SMILES strings and cell line genomic features, predict the synergy score measuring deviation from expected non-interaction effect. (1) Drug 1: C1=NC2=C(N1)C(=S)N=C(N2)N. Drug 2: CC12CCC3C(C1CCC2O)C(CC4=C3C=CC(=C4)O)CCCCCCCCCS(=O)CCCC(C(F)(F)F)(F)F. Cell line: HOP-92. Synergy scores: CSS=19.8, Synergy_ZIP=-10.3, Synergy_Bliss=-8.52, Synergy_Loewe=-6.60, Synergy_HSA=-6.51. (2) Drug 1: C(CC(=O)O)C(=O)CN.Cl. Drug 2: COCCOC1=C(C=C2C(=C1)C(=NC=N2)NC3=CC=CC(=C3)C#C)OCCOC.Cl. Cell line: SW-620. Synergy scores: CSS=0.293, Synergy_ZIP=0.312, Synergy_Bliss=-1.84, Synergy_Loewe=-2.13, Synergy_HSA=-2.48. (3) Drug 1: C1CC(=O)NC(=O)C1N2CC3=C(C2=O)C=CC=C3N. Drug 2: CN(CC1=CN=C2C(=N1)C(=NC(=N2)N)N)C3=CC=C(C=C3)C(=O)NC(CCC(=O)O)C(=O)O. Cell line: OVCAR-4. Synergy scores: CSS=33.4, Synergy_ZIP=2.36, Synergy_Bliss=2.29, Synergy_Loewe=-31.7, Synergy_HSA=2.82. (4) Drug 1: C1CCC(CC1)NC(=O)N(CCCl)N=O. Drug 2: CCN(CC)CCNC(=O)C1=C(NC(=C1C)C=C2C3=C(C=CC(=C3)F)NC2=O)C. Cell line: OVCAR3. Synergy scores: CSS=3.34, Synergy_ZIP=-0.403, Synergy_Bliss=-3.22, Synergy_Loewe=-8.02, Synergy_HSA=-7.85.